Dataset: Catalyst prediction with 721,799 reactions and 888 catalyst types from USPTO. Task: Predict which catalyst facilitates the given reaction. (1) Reactant: C(OC([NH:8][C@@H:9]([C:39]([CH3:42])([CH3:41])[CH3:40])[C:10]([N:12]1[C@H:21]([C:22](=[O:34])[NH:23][C@H:24]2[C:33]3[C:28](=[CH:29][CH:30]=[CH:31][CH:32]=3)[CH2:27][CH2:26][CH2:25]2)[CH2:20][C:19]2[C:14](=[CH:15][C:16]([C:35]([O:37][CH3:38])=[O:36])=[CH:17][CH:18]=2)[CH2:13]1)=[O:11])=O)(C)(C)C.C(O)(C(F)(F)F)=O. Product: [NH2:8][C@@H:9]([C:39]([CH3:42])([CH3:41])[CH3:40])[C:10]([N:12]1[C@H:21]([C:22](=[O:34])[NH:23][C@H:24]2[C:33]3[C:28](=[CH:29][CH:30]=[CH:31][CH:32]=3)[CH2:27][CH2:26][CH2:25]2)[CH2:20][C:19]2[C:14](=[CH:15][C:16]([C:35]([O:37][CH3:38])=[O:36])=[CH:17][CH:18]=2)[CH2:13]1)=[O:11]. The catalyst class is: 2. (2) Reactant: [NH2:1][C:2]1[CH:9]=[CH:8][C:5]([C:6]#[N:7])=[C:4]([O:10][CH3:11])[CH:3]=1.[CH3:12][CH:13]1[CH2:19][C:18](=[O:20])[O:17][C:15](=[O:16])[CH2:14]1. Product: [C:6]([C:5]1[CH:8]=[CH:9][C:2]([NH:1][C:18](=[O:20])[CH2:19][CH:13]([CH3:12])[CH2:14][C:15]([OH:17])=[O:16])=[CH:3][C:4]=1[O:10][CH3:11])#[N:7]. The catalyst class is: 1. (3) Reactant: [CH3:1][O:2][CH2:3][CH2:4][CH2:5][CH2:6][CH:7]([NH:20][C:21]1[CH:26]=[CH:25][C:24]([C:27]([NH:29][CH2:30][CH2:31][C:32]([O:34]CC)=[O:33])=[O:28])=[CH:23][CH:22]=1)[C:8]1[O:9][C:10]2[CH:17]=[CH:16][C:15]([O:18][CH3:19])=[CH:14][C:11]=2[C:12]=1[CH3:13].O1CCCC1.[OH-].[Na+]. Product: [CH3:1][O:2][CH2:3][CH2:4][CH2:5][CH2:6][C@H:7]([NH:20][C:21]1[CH:22]=[CH:23][C:24]([C:27]([NH:29][CH2:30][CH2:31][C:32]([OH:34])=[O:33])=[O:28])=[CH:25][CH:26]=1)[C:8]1[O:9][C:10]2[CH:17]=[CH:16][C:15]([O:18][CH3:19])=[CH:14][C:11]=2[C:12]=1[CH3:13]. The catalyst class is: 8. (4) Reactant: [S:1]([C:5]([C:8]([C:11]([C:14]([F:17])([F:16])[F:15])([F:13])[F:12])([F:10])[F:9])([F:7])[F:6])([O-:4])(=[O:3])=[O:2].[OH:18][C:19]1[C:24]([CH3:25])=[CH:23][C:22]([S+:26]([CH3:28])[CH3:27])=[CH:21][C:20]=1[CH3:29].C(=O)([O-])[O-].[K+].[K+].[C:36](OC(=O)C)(=[O:38])[CH3:37]. Product: [S:1]([C:5]([C:8]([C:11]([C:14]([F:15])([F:16])[F:17])([F:12])[F:13])([F:10])[F:9])([F:7])[F:6])([O-:4])(=[O:3])=[O:2].[C:36]([O:18][C:19]1[C:20]([CH3:29])=[CH:21][C:22]([S+:26]([CH3:27])[CH3:28])=[CH:23][C:24]=1[CH3:25])(=[O:38])[CH3:37]. The catalyst class is: 21. (5) Reactant: Cl[C:2]1[CH:7]=[C:6]([Cl:8])[N:5]=[C:4]([C:9]2[CH:14]=[CH:13][CH:12]=[C:11]([C:15]([F:18])([F:17])[F:16])[N:10]=2)[N:3]=1.CC[N:21](C(C)C)[CH:22]([CH3:24])[CH3:23].C(N)(C)C. Product: [Cl:8][C:6]1[N:5]=[C:4]([C:9]2[CH:14]=[CH:13][CH:12]=[C:11]([C:15]([F:18])([F:17])[F:16])[N:10]=2)[N:3]=[C:2]([NH:21][CH:22]([CH3:24])[CH3:23])[CH:7]=1. The catalyst class is: 1.